This data is from Full USPTO retrosynthesis dataset with 1.9M reactions from patents (1976-2016). The task is: Predict the reactants needed to synthesize the given product. (1) Given the product [F:19][C:20]1[CH:25]=[CH:24][C:23]([F:26])=[CH:22][C:21]=1[O:27][C:2]1[CH:9]=[CH:8][C:5]([C:6]#[N:7])=[CH:4][C:3]=1[N+:10]([O-:12])=[O:11], predict the reactants needed to synthesize it. The reactants are: Cl[C:2]1[CH:9]=[CH:8][C:5]([C:6]#[N:7])=[CH:4][C:3]=1[N+:10]([O-:12])=[O:11].C([O-])([O-])=O.[K+].[K+].[F:19][C:20]1[CH:25]=[CH:24][C:23]([F:26])=[CH:22][C:21]=1[OH:27]. (2) Given the product [CH2:1]([O:3][C:4](=[O:27])[CH2:5][C:6]1[C:14]2[C:9](=[CH:10][C:11]([C:32]3[CH:33]=[CH:34][C:29]([F:28])=[CH:30][CH:31]=3)=[CH:12][CH:13]=2)[N:8]([CH2:16][C:17]2[C:18]3[CH:25]=[C:24]([Cl:26])[CH:23]=[CH:22][C:19]=3[S:20][CH:21]=2)[CH:7]=1)[CH3:2], predict the reactants needed to synthesize it. The reactants are: [CH2:1]([O:3][C:4](=[O:27])[CH2:5][C:6]1[C:14]2[C:9](=[CH:10][C:11](Br)=[CH:12][CH:13]=2)[N:8]([CH2:16][C:17]2[C:18]3[CH:25]=[C:24]([Cl:26])[CH:23]=[CH:22][C:19]=3[S:20][CH:21]=2)[CH:7]=1)[CH3:2].[F:28][C:29]1[CH:34]=[CH:33][C:32](B(O)O)=[CH:31][CH:30]=1.C(=O)([O-])[O-].[Cs+].[Cs+]. (3) The reactants are: [Br:1][C:2]1[C:3]2[N:4]([CH:8]=[C:9]([CH2:11][O:12][C@H:13]3[CH2:17][N:16](C(OC(C)(C)C)=O)[C@H:15]([C:25]([OH:27])=[O:26])[CH2:14]3)[N:10]=2)[CH:5]=[CH:6][CH:7]=1.[ClH:28].[CH3:29][CH2:30]O. Given the product [ClH:28].[Br:1][C:2]1[C:3]2[N:4]([CH:8]=[C:9]([CH2:11][O:12][C@H:13]3[CH2:17][NH:16][C@H:15]([C:25]([O:27][CH2:29][CH3:30])=[O:26])[CH2:14]3)[N:10]=2)[CH:5]=[CH:6][CH:7]=1, predict the reactants needed to synthesize it. (4) Given the product [F:1][C:2]1[CH:3]=[C:4]2[C:10]([C:11]3[N:12]=[N:13][C:14]4[C:19]([CH3:20])([CH3:21])[C:18](=[O:22])[NH:17][C:15]=4[N:16]=3)=[N:9][N:8]([CH2:31][C:32]3[CH:37]=[CH:36][C:35]([CH3:38])=[CH:34][C:33]=3[F:39])[C:5]2=[N:6][CH:7]=1, predict the reactants needed to synthesize it. The reactants are: [F:1][C:2]1[CH:3]=[C:4]2[C:10]([C:11]3[N:12]=[N:13][C:14]4[C:19]([CH3:21])([CH3:20])[C:18](=[O:22])[N:17](COCC[Si](C)(C)C)[C:15]=4[N:16]=3)=[N:9][N:8]([CH2:31][C:32]3[CH:37]=[CH:36][C:35]([CH3:38])=[CH:34][C:33]=3[F:39])[C:5]2=[N:6][CH:7]=1.FC(F)(F)C(O)=O. (5) Given the product [Cl:1][C:2]1[CH:7]=[CH:6][CH:5]=[CH:4][C:3]=1[CH:8]([C:20]1[CH:21]=[CH:22][C:23](=[O:27])[N:24]([CH3:26])[CH:25]=1)[CH2:9]/[C:10](/[C:12]1[CH:13]=[CH:14][C:15](=[O:19])[N:16]([CH3:18])[CH:17]=1)=[N:29]\[OH:30], predict the reactants needed to synthesize it. The reactants are: [Cl:1][C:2]1[CH:7]=[CH:6][CH:5]=[CH:4][C:3]=1[CH:8]([C:20]1[CH:21]=[CH:22][C:23](=[O:27])[N:24]([CH3:26])[CH:25]=1)[CH2:9][C:10]([C:12]1[CH:13]=[CH:14][C:15](=[O:19])[N:16]([CH3:18])[CH:17]=1)=O.Cl.[NH2:29][OH:30].C([O-])(O)=O.[Na+]. (6) Given the product [F:33][C:34]1[C:39]([CH3:40])=[CH:38][CH:37]=[CH:36][C:35]=1[NH:41][C:22]1[CH:21]=[C:20]([C:18]2[N:19]=[C:14]([N:11]3[CH2:12][CH2:13][NH:8][CH2:9][CH2:10]3)[C:15]3[C:30]([O:31][CH3:32])=[CH:29][N:28]=[CH:27][C:16]=3[N:17]=2)[CH:25]=[CH:24][N:23]=1, predict the reactants needed to synthesize it. The reactants are: C(OC([N:8]1[CH2:13][CH2:12][N:11]([C:14]2[C:15]3[C:30]([O:31][CH3:32])=[CH:29][N:28]=[CH:27][C:16]=3[N:17]=[C:18]([C:20]3[CH:25]=[CH:24][N:23]=[C:22](Cl)[CH:21]=3)[N:19]=2)[CH2:10][CH2:9]1)=O)(C)(C)C.[F:33][C:34]1[C:39]([CH3:40])=[CH:38][CH:37]=[CH:36][C:35]=1[NH2:41]. (7) Given the product [CH2:1]([O:3][C:4](=[O:18])[C:5]1[CH:10]=[C:9]([O:11][CH2:12][CH3:13])[C:8]([Cl:19])=[C:7]([O:15][CH2:16][CH3:17])[CH:6]=1)[CH3:2], predict the reactants needed to synthesize it. The reactants are: [CH2:1]([O:3][C:4](=[O:18])[C:5]1[CH:10]=[C:9]([O:11][CH2:12][CH3:13])[C:8](N)=[C:7]([O:15][CH2:16][CH3:17])[CH:6]=1)[CH3:2].[ClH:19].N([O-])=O.[Na+].[OH-].[Na+]. (8) Given the product [CH3:33][S:30]([C:27]1[CH:26]=[CH:25][C:24]([CH2:23][NH:22][C:20]([C:4]2[C:5](=[O:19])[N:6]([C:9]3[CH:14]=[CH:13][CH:12]=[C:11]([C:15]([F:18])([F:16])[F:17])[CH:10]=3)[C:7]([CH3:8])=[C:2]([C:39]3[O:38][N:37]=[C:34]([CH3:35])[N:36]=3)[CH:3]=2)=[O:21])=[CH:29][CH:28]=1)(=[O:31])=[O:32], predict the reactants needed to synthesize it. The reactants are: I[C:2]1[CH:3]=[C:4]([C:20]([NH:22][CH2:23][C:24]2[CH:29]=[CH:28][C:27]([S:30]([CH3:33])(=[O:32])=[O:31])=[CH:26][CH:25]=2)=[O:21])[C:5](=[O:19])[N:6]([C:9]2[CH:14]=[CH:13][CH:12]=[C:11]([C:15]([F:18])([F:17])[F:16])[CH:10]=2)[C:7]=1[CH3:8].[C:34](=[N:37][OH:38])([NH2:36])[CH3:35].[CH2:39](N(CC)CC)C.